Dataset: Catalyst prediction with 721,799 reactions and 888 catalyst types from USPTO. Task: Predict which catalyst facilitates the given reaction. Reactant: CC([Si](C)(C)[O:6][CH2:7][C:8]1[CH:9]=[CH:10][C:11]([CH2:14][N:15]2[CH2:20][CH2:19][N:18]([C:21]3[C:26]([C:27]([O:29][CH:30]([CH3:32])[CH3:31])=[O:28])=[CH:25][CH:24]=[CH:23][N:22]=3)[CH2:17][CH2:16]2)=[N:12][CH:13]=1)(C)C.F.F.F.C(N(CC)CC)C. Product: [OH:6][CH2:7][C:8]1[CH:9]=[CH:10][C:11]([CH2:14][N:15]2[CH2:20][CH2:19][N:18]([C:21]3[C:26]([C:27]([O:29][CH:30]([CH3:32])[CH3:31])=[O:28])=[CH:25][CH:24]=[CH:23][N:22]=3)[CH2:17][CH2:16]2)=[N:12][CH:13]=1. The catalyst class is: 1.